From a dataset of Reaction yield outcomes from USPTO patents with 853,638 reactions. Predict the reaction yield, written as a fraction of the theoretical maximum amount of product (1.0 means a 100% yield; for example, 0.34 means a 34% yield). (1) The reactants are [F:1][C:2]1[CH:7]=[C:6]([F:8])[CH:5]=[CH:4][C:3]=1[C:9]([OH:38])([CH2:32][N:33]1[CH:37]=[N:36][CH:35]=[N:34]1)[CH2:10][N:11]1[CH:15]=[N:14][C:13](/[CH:16]=[CH:17]/[C:18]2[CH:23]=[CH:22][C:21]([O:24][CH2:25][C:26]([F:31])([F:30])[CH:27]([F:29])[F:28])=[CH:20][CH:19]=2)=[N:12]1.N1C=NN=N1.C(N(C(C)C)[P:48]([O:57][CH2:58][C:59]1[CH:64]=[CH:63][CH:62]=[CH:61][CH:60]=1)[O:49][CH2:50][C:51]1[CH:56]=[CH:55][CH:54]=[CH:53][CH:52]=1)(C)C.[OH:68]O. The catalyst is C(Cl)Cl. The product is [P:48]([O:38][C:9]([C:3]1[CH:4]=[CH:5][C:6]([F:8])=[CH:7][C:2]=1[F:1])([CH2:32][N:33]1[CH:37]=[N:36][CH:35]=[N:34]1)[CH2:10][N:11]1[CH:15]=[N:14][C:13](/[CH:16]=[CH:17]/[C:18]2[CH:19]=[CH:20][C:21]([O:24][CH2:25][C:26]([F:31])([F:30])[CH:27]([F:28])[F:29])=[CH:22][CH:23]=2)=[N:12]1)([O:49][CH2:50][C:51]1[CH:52]=[CH:53][CH:54]=[CH:55][CH:56]=1)([O:57][CH2:58][C:59]1[CH:60]=[CH:61][CH:62]=[CH:63][CH:64]=1)=[O:68]. The yield is 0.840. (2) The reactants are [CH3:1][N:2]([CH3:17])[C:3](=O)[CH2:4][O:5][C:6]1[CH:15]=[CH:14][C:9]([C:10](OC)=[O:11])=[CH:8][CH:7]=1.[H-].[H-].[H-].[H-].[Li+].[Al+3].S([O-])([O-])(=O)=O.[Na+].[Na+].[H][H]. The catalyst is C1COCC1.C(OCC)C. The product is [CH3:1][N:2]([CH3:17])[CH2:3][CH2:4][O:5][C:6]1[CH:7]=[CH:8][C:9]([CH2:10][OH:11])=[CH:14][CH:15]=1. The yield is 1.00. (3) The reactants are [Br:1][C:2]1[CH:7]=[CH:6][C:5]([C:8](=[O:13])[C:9]([F:12])([F:11])[F:10])=[CH:4][CH:3]=1.[BH4-].[Na+].C(Cl)Cl. The catalyst is C1COCC1. The product is [Br:1][C:2]1[CH:7]=[CH:6][C:5]([CH:8]([OH:13])[C:9]([F:11])([F:12])[F:10])=[CH:4][CH:3]=1. The yield is 0.920. (4) The reactants are Br[C:2]1[C:7]([C:8]([O:10][CH3:11])=[O:9])=[C:6]([F:12])[C:5]([O:13][CH3:14])=[CH:4][CH:3]=1.[C:15](=[O:22])([O:17][C:18]([CH3:21])([CH3:20])[CH3:19])[NH2:16].C1(P(C2C=CC=CC=2)C2C=CC=C3C=2OC2C(P(C4C=CC=CC=4)C4C=CC=CC=4)=CC=CC=2C3(C)C)C=CC=CC=1.C(=O)([O-])[O-].[Cs+].[Cs+]. The catalyst is O1CCOCC1.CCOC(C)=O.C(O[Pd]OC(=O)C)(=O)C. The product is [C:18]([O:17][C:15]([NH:16][C:2]1[C:7]([C:8]([O:10][CH3:11])=[O:9])=[C:6]([F:12])[C:5]([O:13][CH3:14])=[CH:4][CH:3]=1)=[O:22])([CH3:21])([CH3:20])[CH3:19]. The yield is 0.720. (5) The reactants are C([O:5][C:6]([N:8]1[CH:12]=[CH:11][CH:10]=[C:9]1[C:13]1[C:22]([N+:23]([O-])=O)=[CH:21][C:16]([C:17]([O:19][CH3:20])=[O:18])=[CH:15][N:14]=1)=O)(C)(C)C. The catalyst is C(O)(=O)C.[Fe]. The product is [O:5]=[C:6]1[N:8]2[CH:12]=[CH:11][CH:10]=[C:9]2[C:13]2[N:14]=[CH:15][C:16]([C:17]([O:19][CH3:20])=[O:18])=[CH:21][C:22]=2[NH:23]1. The yield is 0.625. (6) The reactants are Br[CH2:2][CH2:3][N:4]1[C:8]([CH2:9]Cl)=[CH:7][C:6]([N+:11]([O-:13])=[O:12])=[N:5]1.[CH3:14][O:15][CH2:16][CH2:17][CH2:18][NH2:19].CS(C)=O. The catalyst is C(OCC)(=O)C. The product is [CH3:14][O:15][CH2:16][CH2:17][CH2:18][N:19]1[CH2:2][CH2:3][N:4]2[N:5]=[C:6]([N+:11]([O-:13])=[O:12])[CH:7]=[C:8]2[CH2:9]1. The yield is 0.660.